This data is from Forward reaction prediction with 1.9M reactions from USPTO patents (1976-2016). The task is: Predict the product of the given reaction. (1) Given the reactants [NH2:1][C:2]1[CH:7]=[CH:6][C:5]([OH:8])=[CH:4][CH:3]=1.C(=O)([O-])[O-].[Cs+].[Cs+].Cl[C:16]1[CH:21]=[CH:20][N:19]=[C:18]([C:22]([NH:24][CH3:25])=[O:23])[CH:17]=1, predict the reaction product. The product is: [NH2:1][C:2]1[CH:7]=[CH:6][C:5]([O:8][C:16]2[CH:21]=[CH:20][N:19]=[C:18]([C:22]([NH:24][CH3:25])=[O:23])[CH:17]=2)=[CH:4][CH:3]=1. (2) Given the reactants CN(C(ON1N=NC2C=CC=NC1=2)=[N+](C)C)C.F[P-](F)(F)(F)(F)F.[Cl:25][C:26]1[N:30]2[CH:31]=[C:32]([C:39]3[O:40][CH:41]=[CH:42][CH:43]=3)[CH:33]=[C:34]([C:35]([F:38])([F:37])[F:36])[C:29]2=[N:28][C:27]=1[C:44]([OH:46])=O.[N:47]1[CH:52]=[CH:51][CH:50]=[C:49]2[CH2:53][NH:54][CH2:55][C:48]=12, predict the reaction product. The product is: [Cl:25][C:26]1[N:30]2[CH:31]=[C:32]([C:39]3[O:40][CH:41]=[CH:42][CH:43]=3)[CH:33]=[C:34]([C:35]([F:36])([F:38])[F:37])[C:29]2=[N:28][C:27]=1[C:44]([N:54]1[CH2:53][C:49]2[C:48](=[N:47][CH:52]=[CH:51][CH:50]=2)[CH2:55]1)=[O:46].